The task is: Predict which catalyst facilitates the given reaction.. This data is from Catalyst prediction with 721,799 reactions and 888 catalyst types from USPTO. (1) Reactant: [O:1]=[C:2]1[N:7]([CH2:8][C:9]2[CH:14]=[CH:13][CH:12]=[CH:11][CH:10]=2)[CH:6]([C:15]([OH:17])=O)[CH2:5][CH2:4][CH2:3]1.C(CC(O)=O)C[C@H](N)C(O)=O.Cl.CN(C)CCCN=C=NCC.ON1C2C=CC=CC=2N=N1.[Cl:51][C:52]1[C:57]([C:58]([F:61])([F:60])[F:59])=[CH:56][CH:55]=[CH:54][C:53]=1[CH2:62][NH2:63]. Product: [Cl:51][C:52]1[C:57]([C:58]([F:60])([F:61])[F:59])=[CH:56][CH:55]=[CH:54][C:53]=1[CH2:62][NH:63][C:15]([CH:6]1[CH2:5][CH2:4][CH2:3][C:2](=[O:1])[N:7]1[CH2:8][C:9]1[CH:10]=[CH:11][CH:12]=[CH:13][CH:14]=1)=[O:17]. The catalyst class is: 4. (2) Reactant: [NH2:1][C:2]1[CH:22]=[CH:21][C:5]([O:6][C:7]2[C:16]3[C:11](=[CH:12][C:13]([O:19][CH3:20])=[C:14]([C:17]#[N:18])[CH:15]=3)[N:10]=[CH:9][CH:8]=2)=[CH:4][CH:3]=1.[F:23][C:24]1[CH:29]=[C:28]([F:30])[CH:27]=[CH:26][C:25]=1[N:31]=[C:32]=[O:33]. Product: [C:17]([C:14]1[CH:15]=[C:16]2[C:11](=[CH:12][C:13]=1[O:19][CH3:20])[N:10]=[CH:9][CH:8]=[C:7]2[O:6][C:5]1[CH:21]=[CH:22][C:2]([NH:1][C:32]([NH:31][C:25]2[CH:26]=[CH:27][C:28]([F:30])=[CH:29][C:24]=2[F:23])=[O:33])=[CH:3][CH:4]=1)#[N:18]. The catalyst class is: 11. (3) The catalyst class is: 7. Product: [Cl:17][C:14]1[CH:15]=[CH:16][C:11]([NH:10][C:6]2[C:7]([O:8][CH3:9])=[C:2]([N:20]3[CH2:25][CH2:24][NH:23][CH2:22][CH2:21]3)[N:3]=[C:4]([C:18]#[N:19])[N:5]=2)=[CH:12][CH:13]=1. Reactant: Cl[C:2]1[C:7]([O:8][CH3:9])=[C:6]([NH:10][C:11]2[CH:16]=[CH:15][C:14]([Cl:17])=[CH:13][CH:12]=2)[N:5]=[C:4]([C:18]#[N:19])[N:3]=1.[NH:20]1[CH2:25][CH2:24][NH:23][CH2:22][CH2:21]1. (4) Reactant: [Cl:1][C:2]1[CH:3]=[C:4]([S:9]([N:12]([CH2:30][C:31]([OH:33])=[O:32])[C:13]2[CH:14]=[C:15]3[C:19](=[CH:20][CH:21]=2)[N:18]([C:22]2[CH:27]=[C:26](Cl)[N:25]=[C:24](Cl)[N:23]=2)[CH:17]=[CH:16]3)(=[O:11])=[O:10])[CH:5]=[C:6]([Cl:8])[CH:7]=1.[OH-:34].[Na+].[OH:36]O. Product: [Cl:8][C:6]1[CH:5]=[C:4]([S:9]([N:12]([CH2:30][C:31]([OH:33])=[O:32])[C:13]2[CH:14]=[C:15]3[C:19](=[CH:20][CH:21]=2)[N:18]([C:22]2[NH:23][C:24](=[O:36])[NH:25][C:26](=[O:34])[CH:27]=2)[CH:17]=[CH:16]3)(=[O:11])=[O:10])[CH:3]=[C:2]([Cl:1])[CH:7]=1. The catalyst class is: 7.